From a dataset of Forward reaction prediction with 1.9M reactions from USPTO patents (1976-2016). Predict the product of the given reaction. (1) Given the reactants [Cl:1][C:2]1[N:7]=[C:6]2[CH:8]=[C:9]([C:11]([OH:13])=O)[NH:10][C:5]2=[CH:4][CH:3]=1.C[N:15]1[CH2:20]COCC1.ClC(OCC(C)C)=O.O.[NH2:30]N.C1(C)C=CC(S(O)(=O)=O)=CC=1, predict the reaction product. The product is: [Cl:1][C:2]1[N:7]=[C:6]2[CH:8]=[C:9]([C:11]3[O:13][CH:20]=[N:15][N:30]=3)[NH:10][C:5]2=[CH:4][CH:3]=1. (2) The product is: [C:1]([O:5][C:6]([N:8]1[CH2:12][C@H:11]([O:13][C:20]2[CH:21]=[CH:22][C:23]([C:26]3[S:27][C:28]4[C:33]([N:34]=3)=[CH:32][CH:31]=[C:30]([C:35]3([C:38]5[CH:43]=[CH:42][CH:41]=[CH:40][CH:39]=5)[CH2:36][CH2:37]3)[N:29]=4)=[CH:24][CH:25]=2)[CH2:10][C@H:9]1[C:14]([OH:16])=[O:15])=[O:7])([CH3:4])([CH3:2])[CH3:3]. Given the reactants [C:1]([O:5][C:6]([N:8]1[CH2:12][C@H:11]([OH:13])[CH2:10][C@H:9]1[C:14]([OH:16])=[O:15])=[O:7])([CH3:4])([CH3:3])[CH3:2].[H-].[Na+].F[C:20]1[CH:25]=[CH:24][C:23]([C:26]2[S:27][C:28]3[C:33]([N:34]=2)=[CH:32][CH:31]=[C:30]([C:35]2([C:38]4[CH:43]=[CH:42][CH:41]=[CH:40][CH:39]=4)[CH2:37][CH2:36]2)[N:29]=3)=[CH:22][CH:21]=1, predict the reaction product. (3) Given the reactants N#N.[F:3][C:4]([F:10])([F:9])[CH:5](I)[CH2:6][CH3:7].Br[C:12]1[CH:17]=[CH:16][C:15]([C:18]2[CH:23]=[CH:22][C:21]([S:24]([CH3:27])(=[O:26])=[O:25])=[CH:20][CH:19]=2)=[CH:14][CH:13]=1, predict the reaction product. The product is: [CH3:27][S:24]([C:21]1[CH:22]=[CH:23][C:18]([C:15]2[CH:14]=[CH:13][C:12]([CH2:7][CH2:6][CH2:5][C:4]([F:10])([F:9])[F:3])=[CH:17][CH:16]=2)=[CH:19][CH:20]=1)(=[O:25])=[O:26]. (4) Given the reactants [CH:1](NC(C)C)(C)C.C([Li])CCC.[CH3:13][O:14][C:15](=[O:27])[C:16](C)([C:19]1[CH:24]=[CH:23][C:22]([Br:25])=[CH:21][CH:20]=1)[CH2:17][CH3:18].Br[CH2:29][CH2:30][CH2:31][Br:32], predict the reaction product. The product is: [CH3:13][O:14][C:15](=[O:27])[C:16]([C:19]1[CH:20]=[CH:21][C:22]([Br:25])=[CH:23][CH:24]=1)([CH:17]([CH3:18])[CH3:1])[CH2:29][CH2:30][CH2:31][Br:32].